Task: Predict the product of the given reaction.. Dataset: Forward reaction prediction with 1.9M reactions from USPTO patents (1976-2016) (1) Given the reactants [Cl:1][C:2]1[C:6]2[CH:7]=[C:8]([CH:20]=O)[C:9]([N:12]3[CH2:17][C@@H:16]([CH3:18])[O:15][C@H:14]([CH3:19])[CH2:13]3)=[C:10]([F:11])[C:5]=2[O:4][N:3]=1.[NH:22]1[C:27](=[O:28])[CH2:26][C:25](=[O:29])[NH:24][C:23]1=[O:30], predict the reaction product. The product is: [Cl:1][C:2]1[C:6]2[CH:7]=[C:8]3[C:9](=[C:10]([F:11])[C:5]=2[O:4][N:3]=1)[N:12]1[CH2:17][C@@H:16]([CH3:18])[O:15][C@@H:14]([CH3:19])[C@@H:13]1[C:26]1([C:25](=[O:29])[NH:24][C:23](=[O:30])[NH:22][C:27]1=[O:28])[CH2:20]3. (2) Given the reactants Cl.[CH3:2][C:3]1[CH:4]=[C:5]([NH:10][NH2:11])[CH:6]=[CH:7][C:8]=1[CH3:9].[C:12](OCC)(=[O:17])[CH2:13][C:14]([CH3:16])=O.C([O-])(=O)C.[Na+], predict the reaction product. The product is: [CH3:2][C:3]1[CH:4]=[C:5]([N:10]2[C:12](=[O:17])[CH:13]=[C:14]([CH3:16])[NH:11]2)[CH:6]=[CH:7][C:8]=1[CH3:9]. (3) Given the reactants [NH2:1][CH2:2][C@H:3]1[CH2:8][CH2:7][C@H:6]([N:9]2[C:13]3=[C:14]4[S:20][CH:19]=[CH:18][C:15]4=[N:16][CH:17]=[C:12]3[N:11]=[C:10]2[CH2:21][C:22]#[N:23])[CH2:5][CH2:4]1.C(N(CC)CC)C.Cl[C:32]([O:34][CH2:35][CH3:36])=[O:33], predict the reaction product. The product is: [CH2:35]([O:34][C:32](=[O:33])[NH:1][CH2:2][C@H:3]1[CH2:8][CH2:7][C@H:6]([N:9]2[C:13]3=[C:14]4[S:20][CH:19]=[CH:18][C:15]4=[N:16][CH:17]=[C:12]3[N:11]=[C:10]2[CH2:21][C:22]#[N:23])[CH2:5][CH2:4]1)[CH3:36].